From a dataset of Catalyst prediction with 721,799 reactions and 888 catalyst types from USPTO. Predict which catalyst facilitates the given reaction. (1) Reactant: [F:1][C:2]1[CH:3]=[CH:4][C:5]2[S:9][C:8]([CH:10]([CH2:28][CH2:29][CH2:30][CH3:31])[CH2:11][CH2:12][O:13][C:14]3[CH:19]=[CH:18][C:17]([O:20][CH2:21][C:22]([O:24]CC)=[O:23])=[C:16]([CH3:27])[CH:15]=3)=[C:7]([CH3:32])[C:6]=2[CH:33]=1.[OH-].[Na+]. Product: [F:1][C:2]1[CH:3]=[CH:4][C:5]2[S:9][C:8]([CH:10]([CH2:28][CH2:29][CH2:30][CH3:31])[CH2:11][CH2:12][O:13][C:14]3[CH:19]=[CH:18][C:17]([O:20][CH2:21][C:22]([OH:24])=[O:23])=[C:16]([CH3:27])[CH:15]=3)=[C:7]([CH3:32])[C:6]=2[CH:33]=1. The catalyst class is: 5. (2) Reactant: [NH:1]1[CH2:5][CH2:4][CH:3]([C:6]2[CH:7]=[N:8][CH:9]=[CH:10][CH:11]=2)[CH2:2]1.[Cl:12][C:13]1[CH:18]=[CH:17][C:16]([C:19]2[O:23][N:22]=[CH:21][C:20]=2[C:24](O)=[O:25])=[CH:15][CH:14]=1.ON1C2C=CC=CC=2N=N1.Cl.C(N=C=NCCCN(C)C)C. Product: [Cl:12][C:13]1[CH:14]=[CH:15][C:16]([C:19]2[O:23][N:22]=[CH:21][C:20]=2[C:24]([N:1]2[CH2:5][CH2:4][CH:3]([C:6]3[CH:7]=[N:8][CH:9]=[CH:10][CH:11]=3)[CH2:2]2)=[O:25])=[CH:17][CH:18]=1. The catalyst class is: 264. (3) Reactant: [H-].[Na+].[CH3:3][C:4]12[C:16]3[C:8](=[CH:9][C:10]([NH:17][C:18]4[N:23]=[CH:22][C:21]([C:24]([O:26]CC)=[O:25])=[CH:20][N:19]=4)=[CH:11][C:12]=3[CH2:13][CH2:14][CH2:15]1)[CH2:7][CH2:6][CH2:5]2.Br[CH2:30][CH3:31].[Cl-].[NH4+]. Product: [CH2:30]([N:17]([C:10]1[CH:9]=[C:8]2[C:16]3[C:4]([CH3:3])([CH2:5][CH2:6][CH2:7]2)[CH2:15][CH2:14][CH2:13][C:12]=3[CH:11]=1)[C:18]1[N:23]=[CH:22][C:21]([C:24]([OH:26])=[O:25])=[CH:20][N:19]=1)[CH3:31]. The catalyst class is: 9. (4) Reactant: [CH3:1][N:2]1[C:14]2[CH:13]=[CH:12][CH:11]=[CH:10][C:9]=2[C:8]2[C:3]1=[CH:4][CH:5]=[CH:6][CH:7]=2.C1C(=O)N([Br:22])C(=O)C1. Product: [Br:22][C:11]1[CH:12]=[CH:13][C:14]2[N:2]([CH3:1])[C:3]3[C:8]([C:9]=2[CH:10]=1)=[CH:7][CH:6]=[CH:5][CH:4]=3. The catalyst class is: 4. (5) Reactant: [C:1]([O:5][C:6](=[O:21])[NH:7][CH2:8][CH2:9][CH2:10][CH2:11][NH:12][CH2:13][C:14]1[C:19]([CH3:20])=[CH:18][CH:17]=[CH:16][N:15]=1)([CH3:4])([CH3:3])[CH3:2].[CH3:22][C:23]1[CH:28]=[CH:27][N:26]=[C:25]([C:29](=O)[CH3:30])[CH:24]=1.[BH-](OC(C)=O)(OC(C)=O)OC(C)=O.[Na+]. Product: [C:1]([O:5][C:6](=[O:21])[NH:7][CH2:8][CH2:9][CH2:10][CH2:11][N:12]([CH:29]([C:25]1[CH:24]=[C:23]([CH3:22])[CH:28]=[CH:27][N:26]=1)[CH3:30])[CH2:13][C:14]1[C:19]([CH3:20])=[CH:18][CH:17]=[CH:16][N:15]=1)([CH3:4])([CH3:3])[CH3:2]. The catalyst class is: 2. (6) Reactant: [C:1]([C:4]1[CH:5]=[CH:6][C:7]2[C:13]3[C:14]([O:22][CH3:23])=[C:15]([O:20][CH3:21])[C:16]([O:18][CH3:19])=[CH:17][C:12]=3[CH2:11][CH2:10][C@H:9]([NH:24][C:25](=[O:27])[CH3:26])[C:8]=2[CH:28]=1)(O)=[O:2].C1CCC(N=C=NC2CCCCC2)CC1.[NH2:44][CH2:45][CH2:46][CH2:47][N:48]1[CH2:53][CH2:52][O:51][CH2:50][CH2:49]1. Product: [C:25]([NH:24][C@@H:9]1[C:8]2[CH:28]=[C:4]([C:1]([NH:44][CH2:45][CH2:46][CH2:47][N:48]3[CH2:53][CH2:52][O:51][CH2:50][CH2:49]3)=[O:2])[CH:5]=[CH:6][C:7]=2[C:13]2[C:14]([O:22][CH3:23])=[C:15]([O:20][CH3:21])[C:16]([O:18][CH3:19])=[CH:17][C:12]=2[CH2:11][CH2:10]1)(=[O:27])[CH3:26]. The catalyst class is: 166. (7) Reactant: [C:1]([C:3]1[CH:8]=[CH:7][C:6]([C:9]2[N:13]3[N:14]=[C:15]([C:18]4[CH:26]=[CH:25][C:21]([C:22]([OH:24])=O)=[C:20]([CH3:27])[CH:19]=4)[CH:16]=[CH:17][C:12]3=[N:11][CH:10]=2)=[CH:5][CH:4]=1)#[N:2].CN(C(ON1N=NC2C=CC=NC1=2)=[N+](C)C)C.F[P-](F)(F)(F)(F)F.CN1CCOCC1.[CH3:59][N:60]1[CH2:65][CH2:64][NH:63][CH2:62][CH2:61]1. Product: [CH3:27][C:20]1[CH:19]=[C:18]([C:15]2[CH:16]=[CH:17][C:12]3[N:13]([C:9]([C:6]4[CH:5]=[CH:4][C:3]([C:1]#[N:2])=[CH:8][CH:7]=4)=[CH:10][N:11]=3)[N:14]=2)[CH:26]=[CH:25][C:21]=1[C:22]([N:63]1[CH2:64][CH2:65][N:60]([CH3:59])[CH2:61][CH2:62]1)=[O:24]. The catalyst class is: 18.